From a dataset of NCI-60 drug combinations with 297,098 pairs across 59 cell lines. Regression. Given two drug SMILES strings and cell line genomic features, predict the synergy score measuring deviation from expected non-interaction effect. (1) Drug 1: C1=CC(=CC=C1C#N)C(C2=CC=C(C=C2)C#N)N3C=NC=N3. Drug 2: C1=CN(C(=O)N=C1N)C2C(C(C(O2)CO)O)O.Cl. Cell line: NCI-H522. Synergy scores: CSS=31.3, Synergy_ZIP=7.20, Synergy_Bliss=8.81, Synergy_Loewe=-2.03, Synergy_HSA=6.93. (2) Drug 1: C1C(C(OC1N2C=C(C(=O)NC2=O)F)CO)O. Drug 2: CC1=C(C(CCC1)(C)C)C=CC(=CC=CC(=CC(=O)O)C)C. Cell line: LOX IMVI. Synergy scores: CSS=44.3, Synergy_ZIP=-5.24, Synergy_Bliss=-3.02, Synergy_Loewe=-32.0, Synergy_HSA=0.402. (3) Drug 1: CCCS(=O)(=O)NC1=C(C(=C(C=C1)F)C(=O)C2=CNC3=C2C=C(C=N3)C4=CC=C(C=C4)Cl)F. Drug 2: C(CCl)NC(=O)N(CCCl)N=O. Cell line: UACC62. Synergy scores: CSS=46.0, Synergy_ZIP=3.36, Synergy_Bliss=4.29, Synergy_Loewe=-11.7, Synergy_HSA=4.27. (4) Drug 1: CN(C)C1=NC(=NC(=N1)N(C)C)N(C)C. Drug 2: CC1C(C(CC(O1)OC2CC(OC(C2O)C)OC3=CC4=CC5=C(C(=O)C(C(C5)C(C(=O)C(C(C)O)O)OC)OC6CC(C(C(O6)C)O)OC7CC(C(C(O7)C)O)OC8CC(C(C(O8)C)O)(C)O)C(=C4C(=C3C)O)O)O)O. Cell line: NCI-H460. Synergy scores: CSS=-4.52, Synergy_ZIP=0.630, Synergy_Bliss=-2.64, Synergy_Loewe=-5.39, Synergy_HSA=-5.27. (5) Drug 1: C1=CC(=CC=C1CCCC(=O)O)N(CCCl)CCCl. Drug 2: CCC(=C(C1=CC=CC=C1)C2=CC=C(C=C2)OCCN(C)C)C3=CC=CC=C3.C(C(=O)O)C(CC(=O)O)(C(=O)O)O. Cell line: SK-MEL-28. Synergy scores: CSS=4.67, Synergy_ZIP=-2.98, Synergy_Bliss=-3.42, Synergy_Loewe=-5.88, Synergy_HSA=-5.52.